Dataset: Peptide-MHC class I binding affinity with 185,985 pairs from IEDB/IMGT. Task: Regression. Given a peptide amino acid sequence and an MHC pseudo amino acid sequence, predict their binding affinity value. This is MHC class I binding data. (1) The peptide sequence is SLEKAAEVSW. The MHC is HLA-B44:02 with pseudo-sequence HLA-B44:02. The binding affinity (normalized) is 0.523. (2) The MHC is HLA-B58:01 with pseudo-sequence HLA-B58:01. The binding affinity (normalized) is 0.0847. The peptide sequence is IKWLWKANK. (3) The peptide sequence is ACYNTCYCK. The MHC is HLA-A11:01 with pseudo-sequence HLA-A11:01. The binding affinity (normalized) is 0.271. (4) The peptide sequence is RDALGRTAL. The MHC is HLA-A31:01 with pseudo-sequence HLA-A31:01. The binding affinity (normalized) is 0.0847. (5) The peptide sequence is IIRYPVKRII. The MHC is HLA-A02:01 with pseudo-sequence HLA-A02:01. The binding affinity (normalized) is 0.104.